Dataset: Forward reaction prediction with 1.9M reactions from USPTO patents (1976-2016). Task: Predict the product of the given reaction. Given the reactants IC.[Cl:3][C:4]1[C:5]([C:18]([OH:20])=[O:19])=[N:6][CH:7]=[C:8]([CH2:10][O:11][C:12]2[CH:17]=[CH:16][CH:15]=[CH:14][CH:13]=2)[CH:9]=1.[C:21]([O-])([O-])=O.[K+].[K+], predict the reaction product. The product is: [CH3:21][O:19][C:18]([C:5]1[C:4]([Cl:3])=[CH:9][C:8]([CH2:10][O:11][C:12]2[CH:17]=[CH:16][CH:15]=[CH:14][CH:13]=2)=[CH:7][N:6]=1)=[O:20].